Dataset: Peptide-MHC class I binding affinity with 185,985 pairs from IEDB/IMGT. Task: Regression. Given a peptide amino acid sequence and an MHC pseudo amino acid sequence, predict their binding affinity value. This is MHC class I binding data. (1) The peptide sequence is ETTQALQLF. The MHC is HLA-A02:03 with pseudo-sequence HLA-A02:03. The binding affinity (normalized) is 0.0847. (2) The peptide sequence is AMWLLLLSI. The MHC is HLA-A68:02 with pseudo-sequence HLA-A68:02. The binding affinity (normalized) is 0.0547. (3) The binding affinity (normalized) is 0.0847. The peptide sequence is VLLTRSPDQ. The MHC is HLA-B51:01 with pseudo-sequence HLA-B51:01. (4) The MHC is HLA-A31:01 with pseudo-sequence HLA-A31:01. The binding affinity (normalized) is 0. The peptide sequence is KAIGTVLV. (5) The peptide sequence is NKAWMVHRQW. The MHC is HLA-B44:02 with pseudo-sequence HLA-B44:02. The binding affinity (normalized) is 0.127. (6) The peptide sequence is VIADYNYKL. The MHC is HLA-A02:01 with pseudo-sequence HLA-A02:01. The binding affinity (normalized) is 0.708.